Task: Predict the reaction yield, written as a fraction of the theoretical maximum amount of product (1.0 means a 100% yield; for example, 0.34 means a 34% yield).. Dataset: Reaction yield outcomes from USPTO patents with 853,638 reactions (1) The reactants are [CH3:1][O:2][C:3](=[O:29])[NH:4][C@H:5]([C:9]([N:11]1[CH2:15][C@@H:14]([CH3:16])[CH2:13][C@H:12]1[C:17]1[NH:18][CH:19]=[C:20]([C:22]2[CH:27]=[CH:26][C:25](Br)=[CH:24][CH:23]=2)[N:21]=1)=[O:10])[CH:6]([CH3:8])[CH3:7].[CH3:30][C:31]1([CH3:47])[C:35]([CH3:37])([CH3:36])[O:34][B:33]([B:33]2[O:34][C:35]([CH3:37])([CH3:36])[C:31]([CH3:47])([CH3:30])[O:32]2)[O:32]1.C([O-])(=O)C.[K+].C(Cl)Cl. The catalyst is O1CCOCC1. The product is [CH3:1][O:2][C:3](=[O:29])[NH:4][C@H:5]([C:9]([N:11]1[CH2:15][C@@H:14]([CH3:16])[CH2:13][C@H:12]1[C:17]1[NH:18][CH:19]=[C:20]([C:22]2[CH:27]=[CH:26][C:25]([B:33]3[O:34][C:35]([CH3:37])([CH3:36])[C:31]([CH3:47])([CH3:30])[O:32]3)=[CH:24][CH:23]=2)[N:21]=1)=[O:10])[CH:6]([CH3:8])[CH3:7]. The yield is 0.470. (2) The reactants are [C:1]1([C:13]([NH:15][CH2:16][C:17]2[CH:25]=[CH:24][C:20]([C:21]([OH:23])=O)=[CH:19][CH:18]=2)=[O:14])[C:11]2=[C:12]3[C:7](=[CH:8][CH:9]=[CH:10]2)[CH2:6][CH2:5][CH2:4][N:3]3[CH:2]=1.[CH2:26]([O:33][NH2:34])[C:27]1[CH:32]=[CH:31][CH:30]=[CH:29][CH:28]=1. No catalyst specified. The product is [CH2:26]([O:33][NH:34][C:21]([C:20]1[CH:19]=[CH:18][C:17]([CH2:16][NH:15][C:13]([C:1]2[C:11]3=[C:12]4[C:7](=[CH:8][CH:9]=[CH:10]3)[CH2:6][CH2:5][CH2:4][N:3]4[CH:2]=2)=[O:14])=[CH:25][CH:24]=1)=[O:23])[C:27]1[CH:32]=[CH:31][CH:30]=[CH:29][CH:28]=1. The yield is 0.920.